This data is from Forward reaction prediction with 1.9M reactions from USPTO patents (1976-2016). The task is: Predict the product of the given reaction. (1) Given the reactants [CH:1]1([OH:7])[CH2:6][CH2:5][CH2:4][CH2:3][CH2:2]1.[H-].[K+].[Cl:10][C:11]1[CH:12]=[C:13]([N+:18]([O-:20])=[O:19])[CH:14]=[CH:15][C:16]=1F, predict the reaction product. The product is: [Cl:10][C:11]1[CH:12]=[C:13]([N+:18]([O-:20])=[O:19])[CH:14]=[CH:15][C:16]=1[O:7][CH:1]1[CH2:6][CH2:5][CH2:4][CH2:3][CH2:2]1. (2) Given the reactants [CH2:1]([O:8][CH2:9][CH2:10][OH:11])[C:2]1[CH:7]=[CH:6][CH:5]=[CH:4][CH:3]=1.[H-].[Na+].Cl[CH2:15][C:16]([OH:18])=[O:17], predict the reaction product. The product is: [CH2:1]([O:8][CH2:9][CH2:10][O:11][CH2:15][C:16]([OH:18])=[O:17])[C:2]1[CH:7]=[CH:6][CH:5]=[CH:4][CH:3]=1. (3) Given the reactants [C:1](=[O:4])([O-:3])[O-:2].[Ca+2:5].[S:6]([O-:10])([O-:9])(=[O:8])=[O:7].[NH4+:11].[NH4+], predict the reaction product. The product is: [C:1](=[O:2])([O-:4])[O-:3].[NH4+:11].[NH4+:11].[S:6]([O-:10])([O-:9])(=[O:8])=[O:7].[Ca+2:5]. (4) Given the reactants [F:1][C:2]1[CH:7]=[C:6]([F:8])[CH:5]=[CH:4][C:3]=1[CH2:9][NH:10][C:11]([C:13]1[C:14](=[O:40])[C:15]([O:32]CC2C=CC=CC=2)=[C:16]2[C:29](=[O:30])[N:20]3[CH:21]4[CH2:28][CH2:27][CH2:26][CH2:25][CH:22]4[CH2:23][O:24][CH:19]3[CH2:18][N:17]2[CH:31]=1)=[O:12].[H][H].CO.ClCCl, predict the reaction product. The product is: [F:1][C:2]1[CH:7]=[C:6]([F:8])[CH:5]=[CH:4][C:3]=1[CH2:9][NH:10][C:11]([C:13]1[C:14](=[O:40])[C:15]([OH:32])=[C:16]2[C:29](=[O:30])[N:20]3[CH:21]4[CH2:28][CH2:27][CH2:26][CH2:25][CH:22]4[CH2:23][O:24][CH:19]3[CH2:18][N:17]2[CH:31]=1)=[O:12]. (5) Given the reactants [CH3:1][C:2]([S:5]([NH2:7])=[O:6])([CH3:4])[CH3:3].[Br:8][C:9]1[CH:10]=[C:11]([CH:15]=O)[CH:12]=[N:13][CH:14]=1.O, predict the reaction product. The product is: [Br:8][C:9]1[CH:10]=[C:11]([CH:15]=[N:7][S:5]([C:2]([CH3:4])([CH3:3])[CH3:1])=[O:6])[CH:12]=[N:13][CH:14]=1.